Dataset: Catalyst prediction with 721,799 reactions and 888 catalyst types from USPTO. Task: Predict which catalyst facilitates the given reaction. (1) Product: [NH2:87][C@H:88]([C:89]([NH:28][C@H:29]1[CH2:30][CH2:31][C@H:32]([NH:35][C:36]2[CH:37]=[C:38]([NH:55][C:56]3[CH:61]=[CH:60][CH:59]=[CH:58][N:57]=3)[C:39]3[N:40]([C:42]([C:45]([NH:47][C:48]4[CH:53]=[CH:52][N:51]=[C:50]([F:54])[CH:49]=4)=[O:46])=[CH:43][N:44]=3)[N:41]=2)[CH2:33][CH2:34]1)=[O:90])[CH3:92]. The catalyst class is: 61. Reactant: F[P-](F)(F)(F)(F)F.N1(O[P+](N(C)C)(N(C)C)N(C)C)C2C=CC=CC=2N=N1.[NH2:28][C@H:29]1[CH2:34][CH2:33][C@H:32]([NH:35][C:36]2[CH:37]=[C:38]([N:55](CC3C=CC(OC)=CC=3)[C:56]3[CH:61]=[CH:60][CH:59]=[CH:58][N:57]=3)[C:39]3[N:40]([C:42]([C:45]([NH:47][C:48]4[CH:53]=[CH:52][N:51]=[C:50]([F:54])[CH:49]=4)=[O:46])=[CH:43][N:44]=3)[N:41]=2)[CH2:31][CH2:30]1.CCN(C(C)C)C(C)C.C(OC([NH:87][C@@H:88]([CH3:92])[C:89](O)=[O:90])=O)(C)(C)C.C(O)(C(F)(F)F)=O. (2) Reactant: [C:1]([NH:9][C:10](=[CH:15][C:16]1[CH:21]=[CH:20][CH:19]=[C:18]([C:22]#[N:23])[CH:17]=1)[C:11]([O:13][CH3:14])=[O:12])(=[O:8])[C:2]1[CH:7]=[CH:6][CH:5]=[CH:4][CH:3]=1. Product: [C:1]([NH:9][CH:10]([CH2:15][C:16]1[CH:21]=[CH:20][CH:19]=[C:18]([C:22]#[N:23])[CH:17]=1)[C:11]([O:13][CH3:14])=[O:12])(=[O:8])[C:2]1[CH:7]=[CH:6][CH:5]=[CH:4][CH:3]=1. The catalyst class is: 312.